Regression. Given a peptide amino acid sequence and an MHC pseudo amino acid sequence, predict their binding affinity value. This is MHC class I binding data. From a dataset of Peptide-MHC class I binding affinity with 185,985 pairs from IEDB/IMGT. (1) The binding affinity (normalized) is 0. The MHC is HLA-A03:01 with pseudo-sequence HLA-A03:01. The peptide sequence is VMNIERQDY. (2) The peptide sequence is RPAIVVPAF. The MHC is HLA-A26:01 with pseudo-sequence HLA-A26:01. The binding affinity (normalized) is 0.0847. (3) The peptide sequence is YIYIVNMFY. The MHC is HLA-B44:02 with pseudo-sequence HLA-B44:02. The binding affinity (normalized) is 0.0847. (4) The peptide sequence is SLYQLENYC. The MHC is HLA-A02:01 with pseudo-sequence HLA-A02:01. The binding affinity (normalized) is 0.198.